This data is from Blood-brain barrier permeability classification from the B3DB database. The task is: Regression/Classification. Given a drug SMILES string, predict its absorption, distribution, metabolism, or excretion properties. Task type varies by dataset: regression for continuous measurements (e.g., permeability, clearance, half-life) or binary classification for categorical outcomes (e.g., BBB penetration, CYP inhibition). Dataset: b3db_classification. (1) The compound is CN(C)CCC1(C)OCCC2=C1Cc1ccccc12. The result is 1 (penetrates BBB). (2) The compound is CON=C(C(=O)NC1C(=O)N(OCC(=O)OCC(=O)OC(C)(C)C)C1C)c1csc(N)n1. The result is 0 (does not penetrate BBB). (3) The compound is c1ccc2c(c1)CCNC2. The result is 1 (penetrates BBB). (4) The compound is CC(=O)Nc1ccc(OC[C@@H](O)CNC(C)C)cc1. The result is 1 (penetrates BBB).